This data is from Catalyst prediction with 721,799 reactions and 888 catalyst types from USPTO. The task is: Predict which catalyst facilitates the given reaction. Reactant: [C:1]([N:4]1[C:8](=[O:9])[CH2:7][C:6](=[O:10])[N:5]1[C:11]1[CH:16]=[C:15]([S:17][CH2:18][C:19]([F:22])([F:21])[F:20])[C:14]([CH3:23])=[CH:13][C:12]=1[F:24])(=[O:3])[CH3:2].CO.[CH2:27](OCC)C.C[Si](C=[N+]=[N-])(C)C. Product: [C:1]([N:4]1[C:8](=[O:9])[CH:7]=[C:6]([O:10][CH3:27])[N:5]1[C:11]1[CH:16]=[C:15]([S:17][CH2:18][C:19]([F:20])([F:21])[F:22])[C:14]([CH3:23])=[CH:13][C:12]=1[F:24])(=[O:3])[CH3:2]. The catalyst class is: 4.